From a dataset of CYP2C19 inhibition data for predicting drug metabolism from PubChem BioAssay. Regression/Classification. Given a drug SMILES string, predict its absorption, distribution, metabolism, or excretion properties. Task type varies by dataset: regression for continuous measurements (e.g., permeability, clearance, half-life) or binary classification for categorical outcomes (e.g., BBB penetration, CYP inhibition). Dataset: cyp2c19_veith. (1) The molecule is C=CCNc1cnn(-c2ccc(C)cc2)c(=O)c1Cl. The result is 1 (inhibitor). (2) The compound is S=c1nc[nH]c2c1ncn2Cc1ccco1. The result is 0 (non-inhibitor). (3) The molecule is COc1ccc(S(=O)(=O)n2ccc(-c3cnc(-c4ccccc4)s3)n2)cc1. The result is 1 (inhibitor). (4) The drug is COc1ccc(C(=O)N2CCC3(CCN(C(=O)Nc4cccc(F)c4)CC3)CC2)cc1. The result is 0 (non-inhibitor). (5) The molecule is Cc1nnc(NS(=O)(=O)c2ccc(N)cc2)s1. The result is 0 (non-inhibitor). (6) The molecule is CC[N+](C)(CC)CC(=O)Nc1c(C)cccc1C. The result is 0 (non-inhibitor).